This data is from Catalyst prediction with 721,799 reactions and 888 catalyst types from USPTO. The task is: Predict which catalyst facilitates the given reaction. (1) Product: [C:1]1([CH3:11])[CH:2]=[CH:3][C:4]([S:7]([OH:10])(=[O:8])=[O:9])=[CH:5][CH:6]=1.[CH:12]1([NH:15][C:16](=[O:44])[C:17]2[CH:22]=[CH:21][C:20]([CH3:23])=[C:19]([N:24]3[C:33](=[O:34])[C:32]4[C:27](=[CH:28][CH:29]=[C:30]([O:35][C@H:36]5[CH2:40][CH2:39][N:38]([CH:41]([CH3:42])[CH3:43])[CH2:37]5)[CH:31]=4)[N:26]=[CH:25]3)[CH:18]=2)[CH2:13][CH2:14]1. The catalyst class is: 13. Reactant: [C:1]1([CH3:11])[CH:6]=[CH:5][C:4]([S:7]([OH:10])(=[O:9])=[O:8])=[CH:3][CH:2]=1.[CH:12]1([NH:15][C:16](=[O:44])[C:17]2[CH:22]=[CH:21][C:20]([CH3:23])=[C:19]([N:24]3[C:33](=[O:34])[C:32]4[C:27](=[CH:28][CH:29]=[C:30]([O:35][C@H:36]5[CH2:40][CH2:39][N:38]([CH:41]([CH3:43])[CH3:42])[CH2:37]5)[CH:31]=4)[N:26]=[CH:25]3)[CH:18]=2)[CH2:14][CH2:13]1. (2) Reactant: C([N:8]1[CH2:13][CH2:12][C:11](=[O:14])[CH:10]([CH3:15])[CH2:9]1)C1C=CC=CC=1.[CH:16]1[CH:21]=[CH:20][C:19]([CH2:22][O:23][C:24](Cl)=[O:25])=[CH:18][CH:17]=1.O. Product: [CH3:15][CH:10]1[C:11](=[O:14])[CH2:12][CH2:13][N:8]([C:24]([O:23][CH2:22][C:19]2[CH:20]=[CH:21][CH:16]=[CH:17][CH:18]=2)=[O:25])[CH2:9]1. The catalyst class is: 11. (3) Reactant: [N+:1]([C:4]1[CH:5]=[C:6]([CH:10]=[CH:11][C:12]=1[C:13]([F:16])([F:15])[F:14])[C:7](O)=[O:8])([O-:3])=[O:2].C(Cl)(=O)C([Cl:20])=O. Product: [N+:1]([C:4]1[CH:5]=[C:6]([CH:10]=[CH:11][C:12]=1[C:13]([F:16])([F:15])[F:14])[C:7]([Cl:20])=[O:8])([O-:3])=[O:2]. The catalyst class is: 139. (4) Reactant: C[Si]([N-][Si](C)(C)C)(C)C.[Li+].[CH3:11][O:12][C:13](=[O:30])[CH:14]([O:17][C:18]1[CH:23]=[CH:22][C:21]([Cl:24])=[CH:20][C:19]=1[CH:25]1[O:29][CH2:28][CH2:27][O:26]1)[CH2:15][CH3:16].I[CH2:32][CH3:33]. Product: [CH3:11][O:12][C:13](=[O:30])[C:14]([O:17][C:18]1[CH:23]=[CH:22][C:21]([Cl:24])=[CH:20][C:19]=1[CH:25]1[O:29][CH2:28][CH2:27][O:26]1)([CH2:32][CH3:33])[CH2:15][CH3:16]. The catalyst class is: 56. (5) Product: [CH2:1]([O:3][C:4](=[O:17])[NH:5][C:6]([C:8]1[S:12][C:11]2[CH:13]=[CH:14][CH:15]=[CH:16][C:10]=2[CH:9]=1)=[O:7])[CH3:2]. Reactant: [C:1]([O:3][C:4](=[O:17])[NH:5][C:6]([C:8]1[S:12][C:11]2[CH:13]=[CH:14][CH:15]=[CH:16][C:10]=2[CH:9]=1)=[O:7])#[CH:2]. The catalyst class is: 45.